Task: Regression. Given a peptide amino acid sequence and an MHC pseudo amino acid sequence, predict their binding affinity value. This is MHC class II binding data.. Dataset: Peptide-MHC class II binding affinity with 134,281 pairs from IEDB The peptide sequence is KPNDFMPTFAKAMEK. The MHC is DRB1_0405 with pseudo-sequence DRB1_0405. The binding affinity (normalized) is 0.274.